Dataset: Peptide-MHC class II binding affinity with 134,281 pairs from IEDB. Task: Regression. Given a peptide amino acid sequence and an MHC pseudo amino acid sequence, predict their binding affinity value. This is MHC class II binding data. (1) The peptide sequence is PQHMLMRVAVGIHQW. The MHC is DRB1_0802 with pseudo-sequence DRB1_0802. The binding affinity (normalized) is 0.520. (2) The peptide sequence is YTKKEAFNVENGNAT. The MHC is HLA-DPA10201-DPB11401 with pseudo-sequence HLA-DPA10201-DPB11401. The binding affinity (normalized) is 0.0199. (3) The binding affinity (normalized) is 0.269. The peptide sequence is PGDSLAEVELRQHGS. The MHC is DRB1_0401 with pseudo-sequence DRB1_0401. (4) The MHC is DRB3_0202 with pseudo-sequence DRB3_0202. The binding affinity (normalized) is 0.0217. The peptide sequence is QAVELTARLNSLGEA. (5) The peptide sequence is KAYQQGVTVDSIGMLPRFTP. The MHC is DRB1_1101 with pseudo-sequence DRB1_1101. The binding affinity (normalized) is 0.244. (6) The MHC is DRB1_1201 with pseudo-sequence DRB1_1201. The peptide sequence is KYDAYVATLSEALRI. The binding affinity (normalized) is 0.441. (7) The peptide sequence is SGREVIDAMCHATLT. The MHC is DRB1_0701 with pseudo-sequence DRB1_0701. The binding affinity (normalized) is 0.382.